This data is from Forward reaction prediction with 1.9M reactions from USPTO patents (1976-2016). The task is: Predict the product of the given reaction. (1) Given the reactants [C:1]([O:5][C:6]([N:8]1[CH2:12][CH2:11][CH2:10][C@H:9]1[CH2:13][NH:14][C:15]1[C:16]([O:22][C:23]2[CH:28]=[CH:27][C:26]([O:29][CH3:30])=[CH:25][CH:24]=2)=[N:17][C:18](Cl)=[N:19][CH:20]=1)=[O:7])([CH3:4])([CH3:3])[CH3:2].[F:31][C:32]1[CH:33]=[C:34]([NH2:38])[CH:35]=[CH:36][CH:37]=1.C([O-])([O-])=O.[K+].[K+].CC1(C)C2C=CC=C(P(C3C=CC=CC=3)C3C=CC=CC=3)C=2OC2C1=CC=CC=2P(C1C=CC=CC=1)C1C=CC=CC=1, predict the reaction product. The product is: [C:1]([O:5][C:6]([N:8]1[CH2:12][CH2:11][CH2:10][C@H:9]1[CH2:13][NH:14][C:15]1[C:16]([O:22][C:23]2[CH:28]=[CH:27][C:26]([O:29][CH3:30])=[CH:25][CH:24]=2)=[N:17][C:18]([NH:38][C:34]2[CH:35]=[CH:36][CH:37]=[C:32]([F:31])[CH:33]=2)=[N:19][CH:20]=1)=[O:7])([CH3:4])([CH3:3])[CH3:2]. (2) Given the reactants [Br:1][C:2]1[C:3]([Cl:11])=[N:4][CH:5]=[C:6]([CH:10]=1)[C:7]([OH:9])=O.Cl.[CH3:13]NOC.C[Mg]Br, predict the reaction product. The product is: [Br:1][C:2]1[CH:10]=[C:6]([C:7](=[O:9])[CH3:13])[CH:5]=[N:4][C:3]=1[Cl:11]. (3) Given the reactants [F:1][C:2]1[CH:9]=[CH:8][C:7]([I:10])=[CH:6][C:3]=1[CH:4]=[O:5].O1CCCC1.[BH4-].[Na+], predict the reaction product. The product is: [F:1][C:2]1[CH:9]=[CH:8][C:7]([I:10])=[CH:6][C:3]=1[CH2:4][OH:5]. (4) Given the reactants [N:1]([O-])=O.[Na+].[CH3:5][C:6]1([CH3:22])[CH2:11][C:10]([CH3:13])([CH3:12])[CH2:9][CH:8]([O:14][C:15]2[CH:21]=[CH:20][C:18]([NH2:19])=[CH:17][CH:16]=2)[CH2:7]1.O.O.[Sn](Cl)[Cl:26], predict the reaction product. The product is: [ClH:26].[CH3:13][C:10]1([CH3:12])[CH2:11][C:6]([CH3:22])([CH3:5])[CH2:7][CH:8]([O:14][C:15]2[CH:16]=[CH:17][C:18]([NH:19][NH2:1])=[CH:20][CH:21]=2)[CH2:9]1. (5) The product is: [CH:13]1([CH2:12][CH:11]([S:10][C:7]2[CH:8]=[CH:9][C:4]([C:3]([OH:35])=[O:2])=[CH:5][CH:6]=2)[C:19]2[CH:20]=[N:21][C:22]([C:25]3[CH:30]=[CH:29][C:28]([C:31]([F:32])([F:34])[F:33])=[CH:27][CH:26]=3)=[CH:23][CH:24]=2)[CH2:18][CH2:17][CH2:16][CH2:15][CH2:14]1. Given the reactants C[O:2][C:3](=[O:35])[C:4]1[CH:9]=[CH:8][C:7]([S:10][CH:11]([C:19]2[CH:20]=[N:21][C:22]([C:25]3[CH:30]=[CH:29][C:28]([C:31]([F:34])([F:33])[F:32])=[CH:27][CH:26]=3)=[CH:23][CH:24]=2)[CH2:12][CH:13]2[CH2:18][CH2:17][CH2:16][CH2:15][CH2:14]2)=[CH:6][CH:5]=1.[OH-].[Na+], predict the reaction product. (6) Given the reactants Cl[C:2]([O:4][CH:5]1[CH2:10][CH2:9][CH2:8][CH2:7][CH2:6]1)=[O:3].[CH3:11][C:12]1[C:17]([O:18][C:19]2[N:24]=[CH:23][N:22]=[C:21]3[N:25]([CH:28]4[CH2:33][CH2:32][NH:31][CH2:30][CH2:29]4)[N:26]=[CH:27][C:20]=23)=[CH:16][CH:15]=[CH:14][N:13]=1.C(N(C(C)C)CC)(C)C.O, predict the reaction product. The product is: [CH:5]1([O:4][C:2]([N:31]2[CH2:30][CH2:29][CH:28]([N:25]3[C:21]4=[N:22][CH:23]=[N:24][C:19]([O:18][C:17]5[C:12]([CH3:11])=[N:13][CH:14]=[CH:15][CH:16]=5)=[C:20]4[CH:27]=[N:26]3)[CH2:33][CH2:32]2)=[O:3])[CH2:10][CH2:9][CH2:8][CH2:7][CH2:6]1. (7) Given the reactants [CH2:1]([N:8]([C:21]([O:23][C:24]([CH3:27])([CH3:26])[CH3:25])=[O:22])[CH:9]1[CH2:15][CH2:14][CH2:13][C:12]2[CH:16]=[C:17]([OH:20])[CH:18]=[CH:19][C:11]=2[CH2:10]1)[C:2]1[CH:7]=[CH:6][CH:5]=[CH:4][CH:3]=1.[Cl:28]N1C(=O)CCC1=O, predict the reaction product. The product is: [CH2:1]([N:8]([C:21]([O:23][C:24]([CH3:27])([CH3:26])[CH3:25])=[O:22])[CH:9]1[CH2:15][CH2:14][CH2:13][C:12]2[CH:16]=[C:17]([OH:20])[C:18]([Cl:28])=[CH:19][C:11]=2[CH2:10]1)[C:2]1[CH:3]=[CH:4][CH:5]=[CH:6][CH:7]=1. (8) Given the reactants [H-].[Na+].[CH3:3][O:4][C:5]1[CH:6]=[C:7]2[C:12](=[CH:13][CH:14]=1)[C:11](=O)[CH2:10][CH2:9][CH2:8]2.O.[CH2:17]1COCC1, predict the reaction product. The product is: [CH3:3][O:4][C:5]1[CH:6]=[C:7]2[C:12](=[CH:13][CH:14]=1)[C:11](=[CH2:17])[CH2:10][CH2:9][CH2:8]2. (9) Given the reactants [In].[Cl-].[In+3].[Cl-].[Cl-].[Cl-].[Li+].C(N(C)C)CCC.I[C:16]1[CH:21]=[CH:20][CH:19]=[CH:18][C:17]=1[N:22]([CH2:33][CH:34]=[CH:35][CH2:36]OC(=O)C)[S:23]([C:26]1[CH:32]=[CH:31][C:29]([CH3:30])=[CH:28][CH:27]=1)(=[O:25])=[O:24], predict the reaction product. The product is: [C:29]1([CH3:30])[CH:31]=[CH:32][C:26]([S:23]([N:22]2[C:17]3[C:18](=[CH:19][CH:20]=[CH:21][CH:16]=3)[CH:34]([CH:35]=[CH2:36])[CH2:33]2)(=[O:24])=[O:25])=[CH:27][CH:28]=1. (10) Given the reactants [C:1]([C:5]1[N:6]=[C:7]([N:16]2[CH2:20][CH2:19][C:18]([F:22])([F:21])[CH2:17]2)[C:8]2[C:9](=[N:11][N:12]([CH2:14][CH3:15])[N:13]=2)[N:10]=1)([CH3:4])([CH3:3])[CH3:2].C(C1N=C(N2CCC(F)(F)C2)C2N=NNC=2N=1)(C)(C)C.ClCC1[N:49]([CH:50]2[CH2:52][CH2:51]2)[N:48]=[N:47][N:46]=1, predict the reaction product. The product is: [C:1]([C:5]1[N:6]=[C:7]([N:16]2[CH2:20][CH2:19][C:18]([F:21])([F:22])[CH2:17]2)[C:8]2[C:9](=[N:11][N:12]([CH2:14][C:15]3[N:49]([CH:50]4[CH2:52][CH2:51]4)[N:48]=[N:47][N:46]=3)[N:13]=2)[N:10]=1)([CH3:2])([CH3:3])[CH3:4].